Dataset: Catalyst prediction with 721,799 reactions and 888 catalyst types from USPTO. Task: Predict which catalyst facilitates the given reaction. Reactant: [CH3:1][C:2]1[CH:6]=[C:5]([C:7]2([C:10]([OH:12])=O)[CH2:9][CH2:8]2)[O:4][N:3]=1.Cl.Cl.[NH2:15][C:16]1[CH:17]=[CH:18][C:19]([N:23]2[CH2:28][CH2:27][CH2:26][C@@H:25]([C:29]([N:31]3[CH2:35][CH2:34][CH2:33][CH2:32]3)=[O:30])[CH2:24]2)=[N:20][C:21]=1[NH2:22].C(N(C(C)C)CC)(C)C.CN(C(ON1N=NC2C1=CC=CC=2)=[N+](C)C)C.F[P-](F)(F)(F)(F)F. Product: [NH2:22][C:21]1[C:16]([NH:15][C:10]([C:7]2([C:5]3[O:4][N:3]=[C:2]([CH3:1])[CH:6]=3)[CH2:8][CH2:9]2)=[O:12])=[CH:17][CH:18]=[C:19]([N:23]2[CH2:28][CH2:27][CH2:26][C@@H:25]([C:29]([N:31]3[CH2:35][CH2:34][CH2:33][CH2:32]3)=[O:30])[CH2:24]2)[N:20]=1. The catalyst class is: 9.